From a dataset of Forward reaction prediction with 1.9M reactions from USPTO patents (1976-2016). Predict the product of the given reaction. (1) The product is: [CH3:31][O:30][C:26](=[O:29])/[CH:27]=[CH:28]/[C:2]1[CH:7]=[CH:6][C:5]([CH:8]2[CH2:13][N:12]([CH3:14])[CH2:11][CH2:10][N:9]2[CH2:15][CH2:16][C:17]2[CH:18]=[N:19][N:20]3[CH:25]=[CH:24][CH:23]=[CH:22][C:21]=23)=[CH:4][CH:3]=1. Given the reactants Br[C:2]1[CH:7]=[CH:6][C:5]([CH:8]2[CH2:13][N:12]([CH3:14])[CH2:11][CH2:10][N:9]2[CH2:15][CH2:16][C:17]2[CH:18]=[N:19][N:20]3[CH:25]=[CH:24][CH:23]=[CH:22][C:21]=23)=[CH:4][CH:3]=1.[C:26]([O:30][CH3:31])(=[O:29])[CH:27]=[CH2:28].CN(C1CCCCC1)C1CCCCC1, predict the reaction product. (2) Given the reactants [CH2:1]([O:3][C:4](=[O:25])[C:5]([O:8][C:9]1[CH:14]=[CH:13][C:12]([O:15][C:16]2[CH:21]=[CH:20][CH:19]=[C:18]([C:22]#[N:23])[CH:17]=2)=[CH:11][C:10]=1[CH3:24])([CH3:7])[CH3:6])[CH3:2].[H][H], predict the reaction product. The product is: [CH2:1]([O:3][C:4](=[O:25])[C:5]([O:8][C:9]1[CH:14]=[CH:13][C:12]([O:15][C:16]2[CH:21]=[CH:20][CH:19]=[C:18]([CH2:22][NH2:23])[CH:17]=2)=[CH:11][C:10]=1[CH3:24])([CH3:6])[CH3:7])[CH3:2]. (3) Given the reactants [CH3:1][N:2]1[C:17]([CH2:18][CH2:19]CC(O)=O)=[N:16][C:4]2[CH:5]=[C:6]([N:9]([CH2:13][CH2:14]Cl)CCCl)[CH:7]=[CH:8][C:3]1=2.[OH2:24].Cl.N1C2C=CC=[CH:34][C:29]=2N=C1.[CH2:35]1[O:37][CH2:36]1.[C:38]([O-:41])(=[O:40])[CH3:39].[Na+], predict the reaction product. The product is: [CH2:34]([O:40][C:38](=[O:41])[CH2:39][CH2:19][CH2:18][C:17]1[N:2]([CH3:1])[C:3]2[CH:8]=[CH:7][C:6]([N:9]([CH2:36][CH2:35][OH:37])[CH2:13][CH2:14][OH:24])=[CH:5][C:4]=2[N:16]=1)[CH3:29]. (4) The product is: [ClH:36].[NH2:28][C@H:14]([CH:2]([OH:1])[C:3](=[O:13])[NH:4][C@@H:5]([C:7]1[CH:8]=[CH:9][CH:10]=[CH:11][CH:12]=1)[CH3:6])[CH2:15][CH2:16][CH2:17][CH2:18][NH:19][C:20]([N:22]1[CH2:23][CH2:24][O:25][CH2:26][CH2:27]1)=[O:21]. Given the reactants [OH:1][CH:2]([C@@H:14]([NH:28]C(=O)OC(C)(C)C)[CH2:15][CH2:16][CH2:17][CH2:18][NH:19][C:20]([N:22]1[CH2:27][CH2:26][O:25][CH2:24][CH2:23]1)=[O:21])[C:3](=[O:13])[NH:4][C@@H:5]([C:7]1[CH:12]=[CH:11][CH:10]=[CH:9][CH:8]=1)[CH3:6].[ClH:36], predict the reaction product. (5) Given the reactants S(C1C=CC(C)=CC=1)([O-])(=O)=O.[NH2:12][C@@H:13]([CH3:22])[C:14]([O:16][CH2:17][C:18]([CH3:21])([CH3:20])[CH3:19])=[O:15].[Cl:23][P:24]([O:27][C:28]1[CH:29]=[C:30]2[C:35](=[CH:36][CH:37]=1)[CH:34]=[C:33]([C@H:38]([CH3:43])[C:39]([O:41][CH3:42])=[O:40])[CH:32]=[CH:31]2)(Cl)=[O:25], predict the reaction product. The product is: [Cl:23][P:24]([O:27][C:28]1[CH:29]=[C:30]2[C:35](=[CH:36][CH:37]=1)[CH:34]=[C:33]([C@H:38]([CH3:43])[C:39]([O:41][CH3:42])=[O:40])[CH:32]=[CH:31]2)([NH:12][C@@H:13]([CH3:22])[C:14]([O:16][CH2:17][C:18]([CH3:21])([CH3:20])[CH3:19])=[O:15])=[O:25].